From a dataset of Full USPTO retrosynthesis dataset with 1.9M reactions from patents (1976-2016). Predict the reactants needed to synthesize the given product. (1) Given the product [CH3:24][C:20]1[CH:21]=[C:22]([CH3:23])[N:18]([CH2:17][S:8][C:6]2[N:5]=[C:4]([OH:9])[CH:3]=[C:2]([CH3:1])[N:7]=2)[N:19]=1, predict the reactants needed to synthesize it. The reactants are: [CH3:1][C:2]1[N:7]=[C:6]([SH:8])[N:5]=[C:4]([OH:9])[CH:3]=1.C(=O)([O-])[O-].[K+].[K+].Br[CH2:17][N:18]1[C:22]([CH3:23])=[CH:21][C:20]([CH3:24])=[N:19]1. (2) The reactants are: C([S:4][CH2:5][C:6]1[CH:11]=[C:10]([N:12]2[CH2:17][CH2:16][O:15][CH2:14][C@@H:13]2[CH3:18])[N:9]=[C:8]([C:19]2[CH:24]=[CH:23][C:22]([NH:25][C:26]([NH:28][C:29]3[CH:34]=[CH:33][CH:32]=[CH:31][CH:30]=3)=[O:27])=[CH:21][CH:20]=2)[N:7]=1)(=N)N.Br[CH:36]1[CH2:40][CH2:39][NH:38][C:37]1=[O:41].[OH-].[Na+].CO. Given the product [CH3:18][C@H:13]1[CH2:14][O:15][CH2:16][CH2:17][N:12]1[C:10]1[CH:11]=[C:6]([CH2:5][S:4][CH:36]2[CH2:40][CH2:39][NH:38][C:37]2=[O:41])[N:7]=[C:8]([C:19]2[CH:20]=[CH:21][C:22]([NH:25][C:26]([NH:28][C:29]3[CH:30]=[CH:31][CH:32]=[CH:33][CH:34]=3)=[O:27])=[CH:23][CH:24]=2)[N:9]=1, predict the reactants needed to synthesize it. (3) Given the product [Br:1][C:2]1[C:3]([C:19]([F:22])([F:20])[F:21])=[CH:4][C:5]([N:12]([CH2:13][C:14]2[CH:18]=[CH:17][S:16][CH:15]=2)[CH2:25][C:26]2[CH:31]=[CH:30][CH:29]=[CH:28][N:27]=2)=[CH:6][C:7]=1[C:8]([F:10])([F:11])[F:9], predict the reactants needed to synthesize it. The reactants are: [Br:1][C:2]1[C:7]([C:8]([F:11])([F:10])[F:9])=[CH:6][C:5]([NH:12][CH2:13][C:14]2[CH:18]=[CH:17][S:16][CH:15]=2)=[CH:4][C:3]=1[C:19]([F:22])([F:21])[F:20].Br.Br[CH2:25][C:26]1[CH:31]=[CH:30][CH:29]=[CH:28][N:27]=1.[H-].[Na+].O. (4) Given the product [CH3:13][O:1][C:2]1[CH:11]=[C:10]2[C:5]([CH2:6][CH2:7][C:8](=[O:12])[NH:9]2)=[CH:4][CH:3]=1, predict the reactants needed to synthesize it. The reactants are: [OH:1][C:2]1[CH:11]=[C:10]2[C:5]([CH2:6][CH2:7][C:8](=[O:12])[NH:9]2)=[CH:4][CH:3]=1.[C:13](=O)([O-])[O-].[K+].[K+].CI. (5) Given the product [N:35]1([CH2:31][C:29]2[C:28]([CH3:33])=[N:27][N:26]([C:24]3[CH:23]=[CH:22][N:21]=[C:20]([NH:19][C:4]4[C:3]([O:2][CH3:1])=[CH:8][C:7]([N:9]5[CH2:14][CH2:13][N:12]([CH3:15])[CH2:11][CH2:10]5)=[C:6]([NH:16][C:3](=[O:2])[CH:4]=[CH2:5])[CH:5]=4)[N:25]=3)[CH:30]=2)[CH2:38][CH2:37][CH2:36]1, predict the reactants needed to synthesize it. The reactants are: [CH3:1][O:2][C:3]1[CH:8]=[C:7]([N:9]2[CH2:14][CH2:13][N:12]([CH3:15])[CH2:11][CH2:10]2)[C:6]([N+:16]([O-])=O)=[CH:5][C:4]=1[NH:19][C:20]1[N:25]=[C:24]([N:26]2[CH:30]=[C:29]([CH:31]=O)[C:28]([CH3:33])=[N:27]2)[CH:23]=[CH:22][N:21]=1.Cl.[NH:35]1[CH2:38][CH2:37][CH2:36]1. (6) Given the product [CH2:7]([O:14][C:15](=[O:19])[C@@H:16]([O:17][C:2]([O:4][CH2:5][Cl:6])=[O:3])[CH3:18])[C:8]1[CH:13]=[CH:12][CH:11]=[CH:10][CH:9]=1, predict the reactants needed to synthesize it. The reactants are: Cl[C:2]([O:4][CH2:5][Cl:6])=[O:3].[CH2:7]([O:14][C:15](=[O:19])[CH:16]([CH3:18])[OH:17])[C:8]1[CH:13]=[CH:12][CH:11]=[CH:10][CH:9]=1.CCN(CC)CC. (7) The reactants are: [Cl:1][C:2]1[CH:18]=[C:17]([N+:19]([O-])=O)[CH:16]=[CH:15][C:3]=1[O:4][C:5]1[CH:13]=[C:12]2[C:8]([CH2:9][CH2:10][C:11]2=[O:14])=[CH:7][CH:6]=1.[Cl-].[Ca+2].[Cl-].O. Given the product [NH2:19][C:17]1[CH:16]=[CH:15][C:3]([O:4][C:5]2[CH:13]=[C:12]3[C:8]([CH2:9][CH2:10][C:11]3=[O:14])=[CH:7][CH:6]=2)=[C:2]([Cl:1])[CH:18]=1, predict the reactants needed to synthesize it. (8) The reactants are: CN([CH:4]=[C:5]1[C:10](=O)[CH2:9][CH2:8][N:7]([S:12]([CH3:15])(=[O:14])=[O:13])[CH2:6]1)C.Cl.[NH2:17][C:18]([NH2:20])=[NH:19].C([O-])(=O)C.[K+]. Given the product [CH3:15][S:12]([N:7]1[CH2:8][CH2:9][C:10]2[N:19]=[C:18]([NH2:20])[N:17]=[CH:4][C:5]=2[CH2:6]1)(=[O:14])=[O:13], predict the reactants needed to synthesize it. (9) Given the product [CH2:10]([O:9][N:4]1[CH2:5][CH:6]=[CH:7][CH2:8][C@@H:2]([NH:1][S:30]([C:27]2[CH:28]=[CH:29][C:24]([O:23][C:22]3[CH:34]=[CH:35][C:19]([Cl:18])=[CH:20][CH:21]=3)=[CH:25][CH:26]=2)(=[O:31])=[O:32])[C:3]1=[O:17])[C:11]1[CH:16]=[CH:15][CH:14]=[CH:13][CH:12]=1, predict the reactants needed to synthesize it. The reactants are: [NH2:1][C@@H:2]1[CH2:8][CH:7]=[CH:6][CH2:5][N:4]([O:9][CH2:10][C:11]2[CH:16]=[CH:15][CH:14]=[CH:13][CH:12]=2)[C:3]1=[O:17].[Cl:18][C:19]1[CH:35]=[CH:34][C:22]([O:23][C:24]2[CH:29]=[CH:28][C:27]([S:30](Cl)(=[O:32])=[O:31])=[CH:26][CH:25]=2)=[CH:21][CH:20]=1.